This data is from Forward reaction prediction with 1.9M reactions from USPTO patents (1976-2016). The task is: Predict the product of the given reaction. Given the reactants [C:1]([O:5][C:6](=[O:40])[NH:7][C:8]1([C:12]2[CH:17]=[CH:16][C:15]([C:18]3[C:27](=[O:28])[C:26]4[C:21](=[CH:22][C:23](C5NN=CC=5)=[CH:24][CH:25]=4)[O:20][C:19]=3[C:34]3[CH:39]=[CH:38][CH:37]=[CH:36][CH:35]=3)=[CH:14][CH:13]=2)[CH2:11][CH2:10][CH2:9]1)([CH3:4])([CH3:3])[CH3:2].C(OC(=O)NC1(C2C=CC(C3C(=O)C4C(=C(Br)C=CC=4)OC=3C3C=CC=CC=3)=CC=2)CCC1)(C)(C)C.[CH3:77][C:78]1[C:82](B(O)O)=[C:81]([CH3:86])[O:80][N:79]=1, predict the reaction product. The product is: [C:1]([O:5][C:6](=[O:40])[NH:7][C:8]1([C:12]2[CH:13]=[CH:14][C:15]([C:18]3[C:27](=[O:28])[C:26]4[C:21](=[C:22]([C:82]5[C:78]([CH3:77])=[N:79][O:80][C:81]=5[CH3:86])[CH:23]=[CH:24][CH:25]=4)[O:20][C:19]=3[C:34]3[CH:39]=[CH:38][CH:37]=[CH:36][CH:35]=3)=[CH:16][CH:17]=2)[CH2:11][CH2:10][CH2:9]1)([CH3:3])([CH3:2])[CH3:4].